From a dataset of Reaction yield outcomes from USPTO patents with 853,638 reactions. Predict the reaction yield, written as a fraction of the theoretical maximum amount of product (1.0 means a 100% yield; for example, 0.34 means a 34% yield). The reactants are NC1[CH:3]=[CH:4][C:5]([Cl:11])=[C:6]([CH:10]=1)[C:7]([OH:9])=O.C[N:13]([CH:15]=[O:16])[CH3:14].ClC(O[CH2:21][CH:22]([CH3:24])[CH3:23])=O.[BH4-].[Na+].C1C[O:30]CC1. The catalyst is O. The product is [Cl:11][C:5]1[CH:4]=[CH:3][C:14]([NH:13][C:15]([O:16][C:22]([CH3:24])([CH3:23])[CH3:21])=[O:30])=[CH:10][C:6]=1[CH2:7][OH:9]. The yield is 0.870.